From a dataset of Full USPTO retrosynthesis dataset with 1.9M reactions from patents (1976-2016). Predict the reactants needed to synthesize the given product. (1) Given the product [F:1][C:2]([F:8])([F:7])[S:3]([O:6][C:18]1[CH:19]=[CH:20][C:21]([N+:24]([O-:26])=[O:25])=[C:22]([CH3:23])[C:17]=1[CH3:16])(=[O:5])=[O:4], predict the reactants needed to synthesize it. The reactants are: [F:1][C:2]([F:8])([F:7])[S:3]([O-:6])(=[O:5])=[O:4].C(N(CC)CC)C.[CH3:16][C:17]1[C:22]([CH3:23])=[C:21]([N+:24]([O-:26])=[O:25])[CH:20]=[CH:19][C:18]=1O.O. (2) The reactants are: [CH3:1][CH:2]1[CH:11]2[C:6]([C:13]3[CH:18]=[CH:17][CH:16]=[CH:15][CH:14]=3)([C:7](=[O:12])[CH2:8][CH2:9][CH2:10]2)[CH2:5][CH2:4][C:3]21[O:22][CH2:21][CH2:20][O:19]2.[C:23](=O)([O:26]C)[O:24][CH3:25].[H-].[Na+].[H-].[K+]. Given the product [CH3:1][C@H:2]1[C@H:11]2[C@@:6]([C:13]3[CH:18]=[CH:17][CH:16]=[CH:15][CH:14]=3)([C:7](=[O:12])[CH:8]([C:23]([O:24][CH3:25])=[O:26])[CH2:9][CH2:10]2)[CH2:5][CH2:4][C:3]21[O:19][CH2:20][CH2:21][O:22]2, predict the reactants needed to synthesize it.